The task is: Predict the product of the given reaction.. This data is from Forward reaction prediction with 1.9M reactions from USPTO patents (1976-2016). (1) Given the reactants [C:1]([O:5][C:6]([N:8]1[CH2:12][CH2:11][CH:10]([C:13]2[CH:18]=[CH:17][C:16]([NH2:19])=[CH:15][CH:14]=2)[CH2:9]1)=[O:7])([CH3:4])([CH3:3])[CH3:2].[H-].[Na+].[Br:22][C:23]1[CH:24]=[CH:25][C:26]([CH:29](OS(C(F)(F)F)(=O)=O)[C:30]([F:33])([F:32])[F:31])=[N:27][CH:28]=1, predict the reaction product. The product is: [C:1]([O:5][C:6]([N:8]1[CH2:12][CH2:11][CH:10]([C:13]2[CH:18]=[CH:17][C:16]([NH:19][CH:29]([C:26]3[CH:25]=[CH:24][C:23]([Br:22])=[CH:28][N:27]=3)[C:30]([F:33])([F:32])[F:31])=[CH:15][CH:14]=2)[CH2:9]1)=[O:7])([CH3:4])([CH3:2])[CH3:3]. (2) Given the reactants Cl[S:2]([N:5]=[C:6]=[O:7])(=[O:4])=[O:3].[C:8]([OH:12])([CH3:11])([CH3:10])[CH3:9].[C:13]1([S:19]([C:22]2[CH:27]=[CH:26][C:25]([NH:28][CH2:29][C:30]([O:32][CH3:33])=[O:31])=[C:24]([O:34][CH2:35][C:36]3[CH:41]=[CH:40][CH:39]=[CH:38][CH:37]=3)[CH:23]=2)(=[O:21])=[O:20])[CH:18]=[CH:17][CH:16]=[CH:15][CH:14]=1.C(N(CC)CC)C, predict the reaction product. The product is: [CH3:33][O:32][C:30](=[O:31])[CH2:29][N:28]([S:2](=[O:4])(=[O:3])[NH:5][C:6]([O:12][C:8]([CH3:11])([CH3:10])[CH3:9])=[O:7])[C:25]1[CH:26]=[CH:27][C:22]([S:19]([C:13]2[CH:18]=[CH:17][CH:16]=[CH:15][CH:14]=2)(=[O:21])=[O:20])=[CH:23][C:24]=1[O:34][CH2:35][C:36]1[CH:37]=[CH:38][CH:39]=[CH:40][CH:41]=1. (3) Given the reactants [C:1]([O-:10])(=[S:9])[CH2:2][CH2:3][CH2:4][CH2:5][CH2:6][CH2:7][CH3:8].[Na+].Cl[CH2:13][CH2:14][CH2:15][Si:16]([O:23][CH2:24][CH3:25])([O:20][CH2:21][CH3:22])[O:17][CH2:18][CH3:19], predict the reaction product. The product is: [C:1]([S:9][CH2:13][CH2:14][CH2:15][Si:16]([O:17][CH2:18][CH3:19])([O:23][CH2:24][CH3:25])[O:20][CH2:21][CH3:22])(=[O:10])[CH2:2][CH2:3][CH2:4][CH2:5][CH2:6][CH2:7][CH3:8]. (4) Given the reactants [CH3:1][N:2]([CH3:14])[C:3](=[O:13])[C:4]1[CH:9]=[CH:8][C:7]([N+:10]([O-])=O)=[CH:6][CH:5]=1, predict the reaction product. The product is: [NH2:10][C:7]1[CH:8]=[CH:9][C:4]([C:3]([N:2]([CH3:14])[CH3:1])=[O:13])=[CH:5][CH:6]=1. (5) Given the reactants [Cl:1][C:2]1[CH:3]=[C:4]2[CH:10]=[C:9]([C:11]([OH:13])=O)[NH:8][C:5]2=[CH:6][N:7]=1.[Cl:14][C:15]1[CH:25]=[CH:24][CH:23]=[C:22]([F:26])[C:16]=1[CH2:17][S:18][CH2:19][CH2:20][NH2:21], predict the reaction product. The product is: [Cl:14][C:15]1[CH:25]=[CH:24][CH:23]=[C:22]([F:26])[C:16]=1[CH:17]=[SH:18][CH2:19][CH2:20][NH:21][C:11]([C:9]1[NH:8][C:5]2=[CH:6][N:7]=[C:2]([Cl:1])[CH:3]=[C:4]2[CH:10]=1)=[O:13].